This data is from Full USPTO retrosynthesis dataset with 1.9M reactions from patents (1976-2016). The task is: Predict the reactants needed to synthesize the given product. (1) Given the product [C:1]([C:5]1[N:6]=[C:7]([N:22]2[CH2:23][CH2:24][C:26](=[O:25])[CH2:27]2)[C:8]2[N:13]=[N:12][N:11]([CH2:14][C:15]3[CH:20]=[CH:19][CH:18]=[CH:17][C:16]=3[Cl:21])[C:9]=2[N:10]=1)([CH3:2])([CH3:3])[CH3:4], predict the reactants needed to synthesize it. The reactants are: [C:1]([C:5]1[N:6]=[C:7]([N:22]2[CH2:27][CH2:26][O:25][CH2:24][CH2:23]2)[C:8]2[N:13]=[N:12][N:11]([CH2:14][C:15]3[CH:20]=[CH:19][CH:18]=[CH:17][C:16]=3[Cl:21])[C:9]=2[N:10]=1)([CH3:4])([CH3:3])[CH3:2].C(C1N=C(Cl)C2N=NN(CC3C=CC=CC=3Cl)C=2N=1)(C)(C)C.N1CCC(=O)C1. (2) The reactants are: NC1C=CC(C([NH:8][CH:9]([CH2:27][S:28]([CH3:31])(=[O:30])=[O:29])[C:10]([N:12]2[CH2:16][CH2:15][CH2:14][CH:13]2[C:17]([NH:19][CH:20]([CH:25]=[O:26])[CH2:21][C:22]([OH:24])=[O:23])=[O:18])=[O:11])=O)=CC=1Cl.[Cl:35][C:36]1[CH:37]=[C:38]([CH:42]=[C:43]([Cl:46])[C:44]=1[OH:45])[C:39]([OH:41])=O. Given the product [Cl:46][C:43]1[CH:42]=[C:38]([CH:37]=[C:36]([Cl:35])[C:44]=1[OH:45])[C:39]([NH:8][CH:9]([CH2:27][S:28]([CH3:31])(=[O:30])=[O:29])[C:10]([N:12]1[CH2:16][CH2:15][CH2:14][CH:13]1[C:17]([NH:19][CH:20]([CH:25]=[O:26])[CH2:21][C:22]([OH:24])=[O:23])=[O:18])=[O:11])=[O:41], predict the reactants needed to synthesize it. (3) Given the product [CH:1]1([O:6][C:7]2[CH:24]=[CH:23][C:22]3[C@@H:21]4[C@H:12]([C@H:13]5[C@@:17]([CH2:19][C@@H:20]4[C:25]4[CH:30]=[CH:29][C:28]([O:31][CH2:32][CH2:33][CH2:34][CH2:35][CH2:36][S:37]([CH2:39][CH2:40][CH2:41][C:42]([F:47])([F:48])[C:43]([F:44])([F:45])[F:46])(=[O:58])=[O:38])=[CH:27][CH:26]=4)([CH3:18])[C@@H:16]([OH:49])[CH2:15][CH2:14]5)[CH2:11][CH2:10][C:9]=3[CH:8]=2)[CH2:5][CH2:4][CH2:3][CH2:2]1, predict the reactants needed to synthesize it. The reactants are: [CH:1]1([O:6][C:7]2[CH:24]=[CH:23][C:22]3[C@@H:21]4[C@H:12]([C@H:13]5[C@@:17]([CH2:19][C@@H:20]4[C:25]4[CH:30]=[CH:29][C:28]([O:31][CH2:32][CH2:33][CH2:34][CH2:35][CH2:36][S:37]([CH2:39][CH2:40][CH2:41][C:42]([F:48])([F:47])[C:43]([F:46])([F:45])[F:44])=[O:38])=[CH:27][CH:26]=4)([CH3:18])[C@@H:16]([OH:49])[CH2:15][CH2:14]5)[CH2:11][CH2:10][C:9]=3[CH:8]=2)[CH2:5][CH2:4][CH2:3][CH2:2]1.ClC1C=CC=C(C(OO)=[O:58])C=1. (4) Given the product [Cl:1][C:2]1[CH:8]=[C:7]([O:9][C:10]2[C:11]3[N:18]([CH3:19])[CH:17]=[CH:16][C:12]=3[N:13]=[CH:14][N:15]=2)[CH:6]=[CH:5][C:3]=1[NH:4][C:41]([NH:40][C:36]1[CH:37]=[CH:38][CH:39]=[C:34]([O:27][C:28]2[CH:33]=[CH:32][CH:31]=[CH:30][CH:29]=2)[CH:35]=1)=[O:42], predict the reactants needed to synthesize it. The reactants are: [Cl:1][C:2]1[CH:8]=[C:7]([O:9][C:10]2[C:11]3[N:18]([CH3:19])[CH:17]=[CH:16][C:12]=3[N:13]=[CH:14][N:15]=2)[CH:6]=[CH:5][C:3]=1[NH2:4].C(N(CC)CC)C.[O:27]([C:34]1[CH:35]=[C:36]([N:40]=[C:41]=[O:42])[CH:37]=[CH:38][CH:39]=1)[C:28]1[CH:33]=[CH:32][CH:31]=[CH:30][CH:29]=1. (5) Given the product [CH3:33][N:34]([CH2:1][C:3]1[CH:4]=[C:5]([C:9]2[CH:14]=[CH:13][C:12]([C:15]([O:17][CH3:18])=[O:16])=[CH:11][CH:10]=2)[CH:6]=[CH:7][CH:8]=1)[CH3:35], predict the reactants needed to synthesize it. The reactants are: [CH:1]([C:3]1[CH:4]=[C:5]([C:9]2[CH:14]=[CH:13][C:12]([C:15]([O:17][CH3:18])=[O:16])=[CH:11][CH:10]=2)[CH:6]=[CH:7][CH:8]=1)=O.C(O[BH-](OC(=O)C)OC(=O)C)(=O)C.[Na+].[CH3:33][NH:34][CH3:35]. (6) Given the product [CH2:25]([C:17]1[C:16]2[C:20](=[CH:21][C:13]([C:12]3[N:8]([C:5]4[CH:6]=[CH:7][C:2]([N:31]5[CH2:32][CH2:33][N:28]([CH3:27])[CH2:29][CH2:30]5)=[CH:3][CH:4]=4)[N:9]=[CH:10][CH:11]=3)=[CH:14][CH:15]=2)[N:19]([CH:22]([CH3:24])[CH3:23])[N:18]=1)[CH3:26], predict the reactants needed to synthesize it. The reactants are: Br[C:2]1[CH:7]=[CH:6][C:5]([N:8]2[C:12]([C:13]3[CH:21]=[C:20]4[C:16]([C:17]([CH2:25][CH3:26])=[N:18][N:19]4[CH:22]([CH3:24])[CH3:23])=[CH:15][CH:14]=3)=[CH:11][CH:10]=[N:9]2)=[CH:4][CH:3]=1.[CH3:27][N:28]1[CH2:33][CH2:32][NH:31][CH2:30][CH2:29]1.F[B-](F)(F)F.C([PH+](C(C)(C)C)C(C)(C)C)(C)(C)C.CC(C)([O-])C.[Na+]. (7) Given the product [F:1][C:2]1[CH:8]=[C:7]([F:9])[C:6]([F:10])=[CH:5][C:3]=1[N:4]1[CH2:17][CH2:16][NH:15][CH2:14][CH2:13]1, predict the reactants needed to synthesize it. The reactants are: [F:1][C:2]1[CH:8]=[C:7]([F:9])[C:6]([F:10])=[CH:5][C:3]=1[NH2:4].Cl.Cl[CH2:13][CH2:14][NH:15][CH2:16][CH2:17]Cl.C(=O)([O-])[O-].[Na+].[Na+].[OH-].[Na+]. (8) Given the product [F:7][C:8]1[CH:9]=[C:10]([S:14][C:15]2[N:19]([C:20]3[C:21]([F:26])=[N:22][CH:23]=[CH:24][CH:25]=3)[N:18]=[C:17]([CH2:27][OH:28])[CH:16]=2)[CH:11]=[CH:12][CH:13]=1, predict the reactants needed to synthesize it. The reactants are: [H-].[Al+3].[Li+].[H-].[H-].[H-].[F:7][C:8]1[CH:9]=[C:10]([S:14][C:15]2[N:19]([C:20]3[C:21]([F:26])=[N:22][CH:23]=[CH:24][CH:25]=3)[N:18]=[C:17]([C:27](OCC)=[O:28])[CH:16]=2)[CH:11]=[CH:12][CH:13]=1.[OH-].[Na+]. (9) Given the product [CH3:23][O:22][CH2:21][CH2:20][O:19][CH2:18][CH2:17][O:1][C:2]1[CH:3]=[C:4]([CH:7]=[CH:8][CH:9]=1)[CH:5]=[O:6], predict the reactants needed to synthesize it. The reactants are: [OH:1][C:2]1[CH:3]=[C:4]([CH:7]=[CH:8][CH:9]=1)[CH:5]=[O:6].C(=O)([O-])[O-].[K+].[K+].Br[CH2:17][CH2:18][O:19][CH2:20][CH2:21][O:22][CH3:23].